This data is from Retrosynthesis with 50K atom-mapped reactions and 10 reaction types from USPTO. The task is: Predict the reactants needed to synthesize the given product. (1) Given the product NNC(=O)C1CCCN(C(=O)c2ccc(F)cc2)C1, predict the reactants needed to synthesize it. The reactants are: CC(C)(C)OC(=O)NNC(=O)C1CCCN(C(=O)c2ccc(F)cc2)C1. (2) Given the product CC(C)C(CO)Nc1cc2c(=O)n(NS(C)(=O)=O)c(=O)[nH]c2cc1[N+](=O)[O-], predict the reactants needed to synthesize it. The reactants are: CC(C)C(N)CO.CS(=O)(=O)Nn1c(=O)[nH]c2cc([N+](=O)[O-])c(F)cc2c1=O. (3) The reactants are: Cc1ccc(C(=O)OC2CCN(Cc3ccccc3)CC2)c(NC(=O)C(F)(F)F)c1. Given the product Cc1ccc(C(=O)OC2CCN(Cc3ccccc3)CC2)c(N)c1, predict the reactants needed to synthesize it. (4) Given the product CCCCCCCCOCc1ccc(C=O)cc1, predict the reactants needed to synthesize it. The reactants are: CCCCCCCCOCc1ccc(CO)cc1. (5) The reactants are: COc1ccc(C(=O)c2ccc(OC)cc2F)c(C)c1. Given the product COc1ccc(C(O)c2ccc(OC)cc2F)c(C)c1, predict the reactants needed to synthesize it. (6) Given the product C=CCN1CCN(c2ccc(N)nc2)CC1, predict the reactants needed to synthesize it. The reactants are: C=CCN1CCN(c2ccc([N+](=O)[O-])nc2)CC1. (7) Given the product CCOC(=O)C1=C[C@@H](OC(CC)CC)[C@H](NC(=O)C(F)F)[C@@H](N)C1, predict the reactants needed to synthesize it. The reactants are: CCOC(=O)C1=C[C@@H](OC(CC)CC)[C@H](NC(=O)C(F)F)[C@@H](NC(=O)OC(C)(C)C)C1. (8) Given the product CP(C)(=O)c1ccc(Nc2ncc(C(F)(F)F)c(NC34CC5CC(CC(C5)C3)C4)n2)cc1, predict the reactants needed to synthesize it. The reactants are: CP(C)(=O)c1ccc(Nc2ncc(C(F)(F)F)c(Cl)n2)cc1.NC12CC3CC(CC(C3)C1)C2. (9) Given the product Cc1noc(C)c1-c1cc(CNC(C)C)c2[nH]c(=O)n3c2c1OCC3c1ccccn1, predict the reactants needed to synthesize it. The reactants are: CC(C)N.Cc1noc(C)c1-c1cc(C=O)c2[nH]c(=O)n3c2c1OC[C@@H]3c1ccccn1.